This data is from Experimentally validated miRNA-target interactions with 360,000+ pairs, plus equal number of negative samples. The task is: Binary Classification. Given a miRNA mature sequence and a target amino acid sequence, predict their likelihood of interaction. The miRNA is hsa-miR-3689b-5p with sequence UGUGAUAUCAUGGUUCCUGGGA. The protein sequence of the target gene is MFSPDQENHPSKAPVKYGELIVLGYNGSLPNGDRGRRKSRFALFKRPKANGVKPSTVHIACTPQAAKAISNKDQHSISYTLSRAQTVVVEYTHDSNTDMFQIGRSTESPIDFVVTDTVPGSQSNSDTQSVQSTISRFACRIICERSPPFTARIYAAGFDSSKNIFLGEKAAKWKTSDGQMDGLTTNGVLVMHPRNGFTEDSKPGIWREISVCGNVFSLRETRSAQQRGKMVEIETNQLQDGSLIDLCGATLLWRTAEGLSHTPTVKHLEALRQEINAARPQCPVGFNTLAFPSMKRKDVV.... Result: 0 (no interaction).